Dataset: Retrosynthesis with 50K atom-mapped reactions and 10 reaction types from USPTO. Task: Predict the reactants needed to synthesize the given product. (1) Given the product COc1c(N)cc(C(N)=O)cc1C(F)(F)F, predict the reactants needed to synthesize it. The reactants are: COc1c([N+](=O)[O-])cc(C(N)=O)cc1C(F)(F)F. (2) Given the product COC(=O)C1CCc2cc(Nc3ccc(OC)cc3)ccc2C1, predict the reactants needed to synthesize it. The reactants are: COC(=O)C1CCc2cc(OS(=O)(=O)C(F)(F)F)ccc2C1.COc1ccc(N)cc1. (3) The reactants are: N#Cc1cccc(CBr)c1.[C-]#N. Given the product N#CCc1cccc(C#N)c1, predict the reactants needed to synthesize it. (4) Given the product Cc1ccc(NC(=O)c2cc(OCCN)cc(S(F)(F)(F)(F)F)c2)cc1-n1ccn2nc(-c3cccnc3)cc12, predict the reactants needed to synthesize it. The reactants are: Cc1ccc(NC(=O)c2cc(OCCNC(=O)OC(C)(C)C)cc(S(F)(F)(F)(F)F)c2)cc1-n1ccn2nc(-c3cccnc3)cc12.